Predict the reactants needed to synthesize the given product. From a dataset of Full USPTO retrosynthesis dataset with 1.9M reactions from patents (1976-2016). (1) Given the product [NH2:18][C:14]1[CH:15]=[CH:16][CH:17]=[C:12]([S:11]([CH3:10])(=[O:6])=[O:5])[C:13]=1[OH:21], predict the reactants needed to synthesize it. The reactants are: B1([O-])OO1.[OH2:5].[OH2:6].O.O.[Na+].[CH3:10][S:11][C:12]1[CH:17]=[CH:16][CH:15]=[C:14]([N+:18]([O-])=O)[C:13]=1[OH:21].Cl.C(=O)(O)[O-].[Na+]. (2) Given the product [Br:1][C:2]1[CH:9]=[CH:8][C:5]([CH2:6][O:7][S:19]([CH3:18])(=[O:21])=[O:20])=[C:4]([Cl:10])[CH:3]=1, predict the reactants needed to synthesize it. The reactants are: [Br:1][C:2]1[CH:9]=[CH:8][C:5]([CH2:6][OH:7])=[C:4]([Cl:10])[CH:3]=1.C(N(CC)CC)C.[CH3:18][S:19](Cl)(=[O:21])=[O:20].